Task: Predict the reactants needed to synthesize the given product.. Dataset: Full USPTO retrosynthesis dataset with 1.9M reactions from patents (1976-2016) (1) Given the product [O:1]1[CH:5]=[CH:4][CH:3]=[C:2]1[C:6]1[N:10]([C:11]2[CH:16]=[CH:15][C:14]([O:17][CH3:18])=[CH:13][CH:12]=2)[N:9]=[C:8]([C:19]#[N:21])[CH:7]=1, predict the reactants needed to synthesize it. The reactants are: [O:1]1[CH:5]=[CH:4][CH:3]=[C:2]1[C:6]1[N:10]([C:11]2[CH:16]=[CH:15][C:14]([O:17][CH3:18])=[CH:13][CH:12]=2)[N:9]=[C:8]([C:19]([NH2:21])=O)[CH:7]=1.N1C=CC=CC=1.O1CCOCC1.FC(F)(F)C(OC(=O)C(F)(F)F)=O. (2) Given the product [CH:32]1([C:9]2[C:8]3[C:12](=[C:13]([CH3:14])[C:5]([C:3]([OH:4])=[O:2])=[CH:6][CH:7]=3)[NH:11][C:10]=2[C:15]2[CH:16]=[C:17]3[C:22](=[CH:23][CH:24]=2)[N:21]=[C:20]([C:25]2[S:29][C:28]([CH3:30])=[N:27][C:26]=2[CH3:31])[CH:19]=[CH:18]3)[CH2:37][CH2:36][CH2:35][CH2:34][CH2:33]1, predict the reactants needed to synthesize it. The reactants are: C[O:2][C:3]([C:5]1[C:13]([CH3:14])=[C:12]2[C:8]([C:9]([CH:32]3[CH2:37][CH2:36][CH2:35][CH2:34][CH2:33]3)=[C:10]([C:15]3[CH:16]=[C:17]4[C:22](=[CH:23][CH:24]=3)[N:21]=[C:20]([C:25]3[S:29][C:28]([CH3:30])=[N:27][C:26]=3[CH3:31])[CH:19]=[CH:18]4)[NH:11]2)=[CH:7][CH:6]=1)=[O:4].[OH-].[Na+].Cl. (3) The reactants are: [Cl:1][C:2]1[CH:3]=[C:4]([N:9]2[CH2:15][C@@H:14]3[C@@H:11]([CH2:12][NH:13]3)[CH2:10]2)[CH:5]=[N:6][C:7]=1[Cl:8].[C:16]([OH:25])(=[O:24])[C@@H:17]([C@H:19]([C:21]([OH:23])=[O:22])[OH:20])[OH:18]. Given the product [C:21]([C@@H:19]([C@H:17]([C:16]([OH:25])=[O:24])[OH:18])[OH:20])([OH:23])=[O:22].[Cl:1][C:2]1[CH:3]=[C:4]([N:9]2[CH2:15][C@@H:14]3[C@@H:11]([CH2:12][NH:13]3)[CH2:10]2)[CH:5]=[N:6][C:7]=1[Cl:8], predict the reactants needed to synthesize it.